From a dataset of Catalyst prediction with 721,799 reactions and 888 catalyst types from USPTO. Predict which catalyst facilitates the given reaction. (1) Reactant: Cl.[Cl:2][C:3]1[CH:11]=[N:10][CH:9]=[CH:8][C:4]=1[C:5](Cl)=[O:6].[CH3:12][NH2:13]. Product: [Cl:2][C:3]1[CH:11]=[N:10][CH:9]=[CH:8][C:4]=1[C:5]([NH:13][CH3:12])=[O:6]. The catalyst class is: 1. (2) Reactant: [H-].[Na+].[C:3]([O:13][C:14]([CH3:17])([CH3:16])[CH3:15])(=[O:12])[CH2:4][C:5]([O:7][C:8]([CH3:11])([CH3:10])[CH3:9])=[O:6].[H][H].[Cl:20][C:21]1[C:22](F)=[CH:23][C:24]([F:29])=[C:25]([CH:28]=1)[C:26]#[N:27]. Product: [Cl:20][C:21]1[CH:28]=[C:25]([C:26]#[N:27])[C:24]([F:29])=[CH:23][C:22]=1[CH:4]([C:5]([O:7][C:8]([CH3:9])([CH3:10])[CH3:11])=[O:6])[C:3]([O:13][C:14]([CH3:17])([CH3:16])[CH3:15])=[O:12]. The catalyst class is: 215. (3) Reactant: IC1C=CC(C2CCCC(=O)C2)=CC=1.I[C:16]1[CH:21]=[CH:20][C:19]([CH:22]2[CH2:27][CH2:26][CH2:25][CH:24]([NH:28][CH:29]([C:31]3[C:40]4[C:35](=[CH:36][CH:37]=[CH:38][CH:39]=4)[CH:34]=[CH:33][CH:32]=3)[CH3:30])[CH2:23]2)=[CH:18][CH:17]=1.[NH:41]1[CH2:45][CH2:44][CH2:43][C:42]1=[O:46].NCC(O)=O.[O-]P([O-])([O-])=O.[K+].[K+].[K+]. Product: [C:31]1([C@H:29]([NH:28][CH:24]2[CH2:25][CH2:26][CH2:27][CH:22]([C:19]3[CH:18]=[CH:17][C:16]([N:41]4[CH2:45][CH2:44][CH2:43][C:42]4=[O:46])=[CH:21][CH:20]=3)[CH2:23]2)[CH3:30])[C:40]2[C:35](=[CH:36][CH:37]=[CH:38][CH:39]=2)[CH:34]=[CH:33][CH:32]=1. The catalyst class is: 185.